Dataset: Reaction yield outcomes from USPTO patents with 853,638 reactions. Task: Predict the reaction yield, written as a fraction of the theoretical maximum amount of product (1.0 means a 100% yield; for example, 0.34 means a 34% yield). (1) The reactants are [C:1]12([CH2:11][O:12][C:13]3[C:28](I)=[CH:27][C:16]([C:17]([NH:19][S:20]([N:23]4[CH2:26][CH2:25][CH2:24]4)(=[O:22])=[O:21])=[O:18])=[C:15]([F:30])[CH:14]=3)[CH2:10][CH:5]3[CH2:6][CH:7]([CH2:9][CH:3]([CH2:4]3)[CH2:2]1)[CH2:8]2.[Cl-].[Li+].C([Mg]Cl)(C)C.[CH:38]1([CH:41]=[O:42])[CH2:40][CH2:39]1. The catalyst is O1CCCC1. The product is [C:1]12([CH2:11][O:12][C:13]3[C:28]([CH:41]([CH:38]4[CH2:40][CH2:39]4)[OH:42])=[CH:27][C:16]([C:17]([NH:19][S:20]([N:23]4[CH2:26][CH2:25][CH2:24]4)(=[O:22])=[O:21])=[O:18])=[C:15]([F:30])[CH:14]=3)[CH2:10][CH:5]3[CH2:6][CH:7]([CH2:9][CH:3]([CH2:4]3)[CH2:2]1)[CH2:8]2. The yield is 0.0800. (2) The reactants are C([N+](CCCC)(CCCC)CCCC)CCC.[P:18]([O:22][CH2:23][C@@H:24]1[C@@H:28]([O:29][P:30]([O:33][CH2:34][C@@H:35]2[C@@H:39]([OH:40])[C@@H:38]([OH:41])[C@H:37]([N:42]3[CH:50]=[N:49][C:48]4[C:43]3=[N:44][CH:45]=[N:46][C:47]=4[NH2:51])[O:36]2)([OH:32])=[O:31])[CH2:27][C@H:26]([N:52]2[CH:57]=[CH:56][C:55]([NH2:58])=[N:54][C:53]2=[O:59])[O:25]1)([OH:21])([OH:20])=[O:19].[S:60]1[CH2:64][C@@H:63]([C:65](OCC#N)=[O:66])[N:62]([C:71]([O:73][C:74]([CH3:77])([CH3:76])[CH3:75])=[O:72])[CH2:61]1. The catalyst is C(#N)C. The product is [S:60]1[CH2:64][C@@H:63]([C:65]([O:40][C@H:39]2[C@@H:38]([OH:41])[C@H:37]([N:42]3[CH:50]=[N:49][C:48]4[C:43]3=[N:44][CH:45]=[N:46][C:47]=4[NH2:51])[O:36][C@@H:35]2[CH2:34][O:33][P:30]([O:29][C@H:28]2[CH2:27][C@H:26]([N:52]3[CH:57]=[CH:56][C:55]([NH2:58])=[N:54][C:53]3=[O:59])[O:25][C@@H:24]2[CH2:23][O:22][P:18]([OH:21])([OH:20])=[O:19])([OH:32])=[O:31])=[O:66])[N:62]([C:71]([O:73][C:74]([CH3:77])([CH3:76])[CH3:75])=[O:72])[CH2:61]1. The yield is 0.330. (3) The reactants are [F:1][C:2]1[CH:3]=[C:4]2[C:8](=[CH:9][CH:10]=1)[NH:7][C:6](=[O:11])[CH2:5]2.[I:12][C:13]1[C:21]2[C:16](=[CH:17][C:18]([CH:22]=O)=[CH:19][CH:20]=2)[NH:15][N:14]=1. The catalyst is N1CCCCC1.CO. The product is [F:1][C:2]1[CH:3]=[C:4]2[C:8](=[CH:9][CH:10]=1)[NH:7][C:6](=[O:11])/[C:5]/2=[CH:22]\[C:18]1[CH:17]=[C:16]2[C:21]([C:13]([I:12])=[N:14][NH:15]2)=[CH:20][CH:19]=1. The yield is 0.960. (4) The reactants are [OH-].[Na+:2].[Cl:3][C:4]1[CH:5]=[CH:6][C:7]([NH:14][C:15]([C:17]2[CH:22]=[CH:21][CH:20]=[C:19]([C:23]3[CH:28]=[CH:27][N:26]=[CH:25][CH:24]=3)[CH:18]=2)=[O:16])=[C:8]([CH:13]=1)[C:9]([O:11]C)=[O:10]. The catalyst is C1COCC1. The product is [Cl:3][C:4]1[CH:5]=[CH:6][C:7]([NH:14][C:15]([C:17]2[CH:22]=[CH:21][CH:20]=[C:19]([C:23]3[CH:28]=[CH:27][N:26]=[CH:25][CH:24]=3)[CH:18]=2)=[O:16])=[C:8]([CH:13]=1)[C:9]([O-:11])=[O:10].[Na+:2]. The yield is 0.530. (5) The reactants are [CH:1]([C:4]1[N:8]=[N:7][N:6]([C:9]2[CH:14]=[CH:13][CH:12]=[CH:11][C:10]=2[O:15][C:16]([F:19])([F:18])[F:17])[C:5]=1[CH2:20][OH:21])([CH3:3])[CH3:2].Cl[C:23]1[N:28]=[C:27]([CH3:29])[C:26]([N+:30]([O-:32])=[O:31])=[CH:25][CH:24]=1.C(=O)([O-])[O-].[Cs+].[Cs+].C(P(C(C)(C)C)C1C=CC2C(=CC=CC=2)C=1C1C2C(=CC=CC=2)C=CC=1)(C)(C)C. The catalyst is C1(C)C=CC=CC=1.C([O-])(=O)C.[Pd+2].C([O-])(=O)C. The product is [CH:1]([C:4]1[N:8]=[N:7][N:6]([C:9]2[CH:14]=[CH:13][CH:12]=[CH:11][C:10]=2[O:15][C:16]([F:17])([F:19])[F:18])[C:5]=1[CH2:20][O:21][C:23]1[N:28]=[C:27]([CH3:29])[C:26]([N+:30]([O-:32])=[O:31])=[CH:25][CH:24]=1)([CH3:3])[CH3:2]. The yield is 0.960. (6) The reactants are [CH2:1]([N:3]1[CH2:8][C:7]([CH3:10])([CH3:9])[O:6][C:5](=[O:11])[CH:4]1[CH2:12][C:13]([OH:15])=O)[CH3:2].C(N(C(C)C)CC)(C)C.CN(C(ON1N=NC2C=CC=NC1=2)=[N+](C)C)C.F[P-](F)(F)(F)(F)F.[C:49]1([N:55]2[CH2:60][CH2:59][NH:58][CH2:57][CH2:56]2)[CH:54]=[CH:53][CH:52]=[CH:51][CH:50]=1. The catalyst is CN(C=O)C. The product is [CH2:1]([N:3]1[CH2:8][C:7]([CH3:9])([CH3:10])[O:6][C:5](=[O:11])[CH:4]1[CH2:12][C:13](=[O:15])[N:58]1[CH2:59][CH2:60][N:55]([C:49]2[CH:54]=[CH:53][CH:52]=[CH:51][CH:50]=2)[CH2:56][CH2:57]1)[CH3:2]. The yield is 0.820.